Dataset: Full USPTO retrosynthesis dataset with 1.9M reactions from patents (1976-2016). Task: Predict the reactants needed to synthesize the given product. (1) Given the product [C:16]([C:20]1[CH:21]=[CH:22][C:23]([NH:24][C:12](=[O:14])[CH2:11][N:7]2[C:8]3[C:4](=[CH:3][C:2]([Cl:1])=[CH:10][CH:9]=3)[CH2:5][C:6]2=[O:15])=[CH:25][CH:26]=1)([CH3:19])([CH3:17])[CH3:18], predict the reactants needed to synthesize it. The reactants are: [Cl:1][C:2]1[CH:3]=[C:4]2[C:8](=[CH:9][CH:10]=1)[N:7]([CH2:11][C:12]([OH:14])=O)[C:6](=[O:15])[CH2:5]2.[C:16]([C:20]1[CH:26]=[CH:25][C:23]([NH2:24])=[CH:22][CH:21]=1)([CH3:19])([CH3:18])[CH3:17]. (2) Given the product [C:1]([O-:8])(=[O:7])[CH2:2][CH2:3][C:4]([O-:6])=[O:5].[N:9]1[C:18]2[CH:17]=[C:16]3[CH2:19][CH2:20][NH2+:21][CH2:22][CH2:23][C:15]3=[CH:14][C:13]=2[N:12]=[CH:11][CH:10]=1.[N:9]1[C:1]2[CH:15]=[C:16]3[CH2:19][CH2:20][NH2+:21][CH2:22][CH2:23][C:4]3=[CH:3][C:2]=2[N:12]=[CH:11][CH:10]=1, predict the reactants needed to synthesize it. The reactants are: [C:1]([OH:8])(=[O:7])[CH2:2][CH2:3][C:4]([OH:6])=[O:5].[N:9]1[C:18]2[CH:17]=[C:16]3[CH2:19][CH2:20][NH:21][CH2:22][CH2:23][C:15]3=[CH:14][C:13]=2[N:12]=[CH:11][CH:10]=1. (3) The reactants are: [S:1]1[CH:5]=[CH:4][C:3]2[C:6]([N:10]3[CH2:15][CH2:14][N:13]([CH2:16][CH2:17][CH2:18][CH2:19][N:20]4[CH2:29][CH2:28][C:27]5[C:22](=[CH:23][CH:24]=[CH:25][CH:26]=5)[C:21]4=[O:30])[CH2:12][CH2:11]3)=[CH:7][CH:8]=[CH:9][C:2]1=2.[Cl:31]CCCCN1CCC2C(=CC=CC=2)C1=O.C(O)C.Cl. Given the product [ClH:31].[S:1]1[CH:5]=[CH:4][C:3]2[C:6]([N:10]3[CH2:15][CH2:14][N:13]([CH2:16][CH2:17][CH2:18][CH2:19][N:20]4[CH2:29][CH2:28][C:27]5[C:22](=[CH:23][CH:24]=[CH:25][CH:26]=5)[C:21]4=[O:30])[CH2:12][CH2:11]3)=[CH:7][CH:8]=[CH:9][C:2]1=2, predict the reactants needed to synthesize it. (4) Given the product [Cl:8][C:6]1[CH:7]=[C:2]([NH:1][S:36]([CH2:33][CH2:34][CH3:35])(=[O:38])=[O:37])[C:3]([F:32])=[C:4]([C:9]2[C:13]([C:14]3[CH:19]=[CH:18][N:17]=[C:16]([NH:20][CH2:21][C@@H:22]([NH:24][C:25](=[O:28])[O:26][CH3:27])[CH3:23])[N:15]=3)=[CH:12][N:11]([CH:29]([CH3:31])[CH3:30])[N:10]=2)[CH:5]=1, predict the reactants needed to synthesize it. The reactants are: [NH2:1][C:2]1[C:3]([F:32])=[C:4]([C:9]2[C:13]([C:14]3[CH:19]=[CH:18][N:17]=[C:16]([NH:20][CH2:21][C@@H:22]([NH:24][C:25](=[O:28])[O:26][CH3:27])[CH3:23])[N:15]=3)=[CH:12][N:11]([CH:29]([CH3:31])[CH3:30])[N:10]=2)[CH:5]=[C:6]([Cl:8])[CH:7]=1.[CH2:33]([S:36](Cl)(=[O:38])=[O:37])[CH2:34][CH3:35]. (5) Given the product [Cl:16][C:17]1[C:25]([C:26]([F:28])([F:29])[F:27])=[CH:24][CH:23]=[CH:22][C:18]=1[C:19]([N:12]1[CH:13]=[CH:14][C:15]2[N:7]([C:1]3[CH:2]=[CH:3][CH:4]=[CH:5][CH:6]=3)[CH:8]=[N:9][C:10]=2[CH2:11]1)=[O:20], predict the reactants needed to synthesize it. The reactants are: [C:1]1([N:7]2[C:15]3[CH:14]=[CH:13][NH:12][CH2:11][C:10]=3[N:9]=[CH:8]2)[CH:6]=[CH:5][CH:4]=[CH:3][CH:2]=1.[Cl:16][C:17]1[C:25]([C:26]([F:29])([F:28])[F:27])=[CH:24][CH:23]=[CH:22][C:18]=1[C:19](O)=[O:20].CN(C(ON1N=NC2C=CC=NC1=2)=[N+](C)C)C.F[P-](F)(F)(F)(F)F.